From a dataset of Full USPTO retrosynthesis dataset with 1.9M reactions from patents (1976-2016). Predict the reactants needed to synthesize the given product. (1) Given the product [CH2:1]([C:3]1[C:8](=[O:9])[NH:7][C:6]([CH3:10])=[C:5]([C:11]2[O:15][C:14]([CH:16]=[N:18][OH:19])=[CH:13][CH:12]=2)[CH:4]=1)[CH3:2], predict the reactants needed to synthesize it. The reactants are: [CH2:1]([C:3]1[C:8](=[O:9])[NH:7][C:6]([CH3:10])=[C:5]([C:11]2[O:15][C:14]([CH:16]=O)=[CH:13][CH:12]=2)[CH:4]=1)[CH3:2].[NH2:18][OH:19]. (2) Given the product [ClH:13].[OH:12][C:7]1[NH:8][C:9]2[C:5]([C:6]=1[C:14]1[CH:15]=[CH:16][C:17]([S:20]([N:23]3[CH2:28][CH2:27][N:26]([CH2:29][CH2:30][CH:31]([CH3:33])[CH3:32])[CH2:25][CH2:24]3)(=[O:22])=[O:21])=[CH:18][N:19]=1)=[CH:4][C:3]([C:1]#[N:2])=[CH:11][CH:10]=2, predict the reactants needed to synthesize it. The reactants are: [C:1]([C:3]1[CH:4]=[C:5]2[C:9](=[CH:10][CH:11]=1)[NH:8][C:7](=[O:12])[CH2:6]2)#[N:2].[Cl:13][C:14]1[N:19]=[CH:18][C:17]([S:20]([N:23]2[CH2:28][CH2:27][N:26]([CH2:29][CH2:30][CH:31]([CH3:33])[CH3:32])[CH2:25][CH2:24]2)(=[O:22])=[O:21])=[CH:16][CH:15]=1.